This data is from Full USPTO retrosynthesis dataset with 1.9M reactions from patents (1976-2016). The task is: Predict the reactants needed to synthesize the given product. (1) Given the product [I:14][C:15]1[C:23]2[C:18](=[CH:19][C:20]([C@H:24]3[C@@:6]4([C:5]5[C:9](=[CH:10][CH:11]=[C:3]([O:2][CH3:1])[CH:4]=5)[N:8]([CH3:12])[C:7]4=[O:13])[CH2:27]3)=[CH:21][CH:22]=2)[NH:17][N:16]=1, predict the reactants needed to synthesize it. The reactants are: [CH3:1][O:2][C:3]1[CH:4]=[C:5]2[C:9](=[CH:10][CH:11]=1)[N:8]([CH3:12])[C:7](=[O:13])[CH2:6]2.[I:14][C:15]1[C:23]2[C:18](=[CH:19][C:20]([CH:24]=O)=[CH:21][CH:22]=2)[NH:17][N:16]=1.N1CCCC[CH2:27]1.[H-].[Na+].[I-].C[S+](C)(C)=O. (2) Given the product [NH2:1][C:2]1[C:11]([C:12]#[N:13])=[C:10]([Cl:30])[C:9]2[C:4](=[CH:5][CH:6]=[C:7]([N:15]3[CH2:20][CH2:19][N:18]([CH2:21][C:22]4[CH:27]=[CH:26][CH:25]=[CH:24][CH:23]=4)[CH2:17][CH2:16]3)[CH:8]=2)[N:3]=1, predict the reactants needed to synthesize it. The reactants are: [NH2:1][C:2]1[C:11]([C:12]#[N:13])=[C:10](O)[C:9]2[C:4](=[CH:5][CH:6]=[C:7]([N:15]3[CH2:20][CH2:19][N:18]([CH2:21][C:22]4[CH:27]=[CH:26][CH:25]=[CH:24][CH:23]=4)[CH2:17][CH2:16]3)[CH:8]=2)[N:3]=1.P(Cl)(Cl)([Cl:30])=O.[OH-].[Na+]. (3) The reactants are: [Cl:1][C:2]1[CH:7]=[CH:6][CH:5]=[CH:4][C:3]=1[C:8]1[C:14]2[CH:15]=[C:16]([F:20])[C:17](F)=[CH:18][C:13]=2[NH:12][C:11](=[O:21])[CH2:10][N:9]=1.[CH3:22][OH:23].[H-].[Na+]. Given the product [Cl:1][C:2]1[CH:7]=[CH:6][CH:5]=[CH:4][C:3]=1[C:8]1[C:14]2[CH:15]=[C:16]([F:20])[C:17]([O:23][CH3:22])=[CH:18][C:13]=2[NH:12][C:11](=[O:21])[CH2:10][N:9]=1, predict the reactants needed to synthesize it. (4) The reactants are: C[O:2][C:3]([C:5]1[CH:10]=[CH:9][N:8]=[C:7]2[CH:11]=[C:12]([CH2:14][O:15][C:16]3[CH:21]=[CH:20][C:19]([Cl:22])=[CH:18][CH:17]=3)[NH:13][C:6]=12)=[O:4]. Given the product [Cl:22][C:19]1[CH:18]=[CH:17][C:16]([O:15][CH2:14][C:12]2[NH:13][C:6]3[C:7](=[N:8][CH:9]=[CH:10][C:5]=3[C:3]([OH:4])=[O:2])[CH:11]=2)=[CH:21][CH:20]=1, predict the reactants needed to synthesize it. (5) Given the product [F:34][C:2]([F:33])([F:1])[CH2:3][O:4][C:5]1[CH:10]=[CH:9][C:8]([O:11][CH2:12][C:13]([F:16])([F:15])[F:14])=[CH:7][C:6]=1[S:17]([N:20]([CH2:42][C:43]1[CH:48]=[CH:47][CH:46]=[CH:45][CH:44]=1)[C@@H:21]1[CH2:25][CH2:24][N:23]([C:26]([O:28][C:29]([CH3:30])([CH3:31])[CH3:32])=[O:27])[CH2:22]1)(=[O:18])=[O:19], predict the reactants needed to synthesize it. The reactants are: [F:1][C:2]([F:34])([F:33])[CH2:3][O:4][C:5]1[CH:10]=[CH:9][C:8]([O:11][CH2:12][C:13]([F:16])([F:15])[F:14])=[CH:7][C:6]=1[S:17]([NH:20][C@@H:21]1[CH2:25][CH2:24][N:23]([C:26]([O:28][C:29]([CH3:32])([CH3:31])[CH3:30])=[O:27])[CH2:22]1)(=[O:19])=[O:18].C([O-])([O-])=O.[K+].[K+].Br[CH2:42][C:43]1[CH:48]=[CH:47][CH:46]=[CH:45][CH:44]=1. (6) Given the product [CH2:16]([O:15][C:13](=[O:14])[CH2:12][N:10]1[N:9]=[N:8][C:7]([C:4]2[O:27][N:26]=[C:25]([N:28]3[CH2:29][CH2:30][N:31]([C:34]4[CH:39]=[CH:38][CH:37]=[C:36]([C:40]([F:41])([F:43])[F:42])[CH:35]=4)[CH2:32][CH2:33]3)[N:24]=2)=[N:11]1)[CH3:17], predict the reactants needed to synthesize it. The reactants are: BrC1S[C:4]([C:7]2[N:8]=[N:9][N:10]([CH2:12][C:13]([O:15][CH2:16][CH3:17])=[O:14])[N:11]=2)=CN=1.N1NN=NC=1C1[O:27][N:26]=[C:25]([N:28]2[CH2:33][CH2:32][N:31]([C:34]3[CH:39]=[CH:38][CH:37]=[C:36]([C:40]([F:43])([F:42])[F:41])[CH:35]=3)[CH2:30][CH2:29]2)[N:24]=1.C(OC(=O)CBr)C. (7) Given the product [N+:13]([C:9]1[CH:8]=[C:7]([C:5]2[N:6]=[C:2]([NH:1][S:28]([C:25]3[CH:24]=[CH:23][C:22]([C:16]4[CH:21]=[CH:20][CH:19]=[CH:18][CH:17]=4)=[CH:27][CH:26]=3)(=[O:30])=[O:29])[S:3][CH:4]=2)[CH:12]=[CH:11][CH:10]=1)([O-:15])=[O:14], predict the reactants needed to synthesize it. The reactants are: [NH2:1][C:2]1[S:3][CH:4]=[C:5]([C:7]2[CH:12]=[CH:11][CH:10]=[C:9]([N+:13]([O-:15])=[O:14])[CH:8]=2)[N:6]=1.[C:16]1([C:22]2[CH:27]=[CH:26][C:25]([S:28](Cl)(=[O:30])=[O:29])=[CH:24][CH:23]=2)[CH:21]=[CH:20][CH:19]=[CH:18][CH:17]=1. (8) The reactants are: [C:1]([O:4][CH:5]1[O:26][C@H:25]([CH2:27][O:28][C:29](=[O:31])[CH3:30])[C@@H:20]([O:21][C:22](=[O:24])[CH3:23])[C@H:15]([O:16][C:17](=[O:19])[CH3:18])[C@@H:6]1[NH:7]C(OC(C)(C)C)=O)(=[O:3])[CH3:2].[C:32]([OH:38])([C:34]([F:37])([F:36])[F:35])=[O:33]. Given the product [OH:38][C:32]([C:34]([F:37])([F:36])[F:35])=[O:33].[C:1]([O:4][CH:5]1[O:26][C@H:25]([CH2:27][O:28][C:29](=[O:31])[CH3:30])[C@@H:20]([O:21][C:22](=[O:24])[CH3:23])[C@H:15]([O:16][C:17](=[O:19])[CH3:18])[C@@H:6]1[NH2:7])(=[O:3])[CH3:2], predict the reactants needed to synthesize it. (9) Given the product [N:4]1[CH:5]=[CH:6][CH:7]=[C:2]([NH:8][CH2:9][C:10]2[CH:11]=[N:12][CH:13]=[CH:14][CH:15]=2)[CH:3]=1, predict the reactants needed to synthesize it. The reactants are: Br[C:2]1[CH:3]=[N:4][CH:5]=[CH:6][CH:7]=1.[NH2:8][CH2:9][C:10]1[CH:11]=[N:12][CH:13]=[CH:14][CH:15]=1. (10) Given the product [CH3:32][N:31]1[C:30](=[O:33])[CH2:29][CH2:28][C@@H:27]1[CH2:26][C:1]#[N:2], predict the reactants needed to synthesize it. The reactants are: [C-:1]#[N:2].[K+].[C-]#N.[Na+].C1OCCOCCOCCOCCOCCOC1.Br[CH2:26][C@@H:27]1[N:31]([CH3:32])[C:30](=[O:33])[CH2:29][CH2:28]1.